The task is: Regression. Given a peptide amino acid sequence and an MHC pseudo amino acid sequence, predict their binding affinity value. This is MHC class II binding data.. This data is from Peptide-MHC class II binding affinity with 134,281 pairs from IEDB. (1) The peptide sequence is YDKFLANVSTALTGK. The MHC is DRB1_0101 with pseudo-sequence DRB1_0101. The binding affinity (normalized) is 0.814. (2) The peptide sequence is LDGNLLSSNDLAKYK. The MHC is DRB1_1302 with pseudo-sequence DRB1_1302. The binding affinity (normalized) is 0.611.